From a dataset of Forward reaction prediction with 1.9M reactions from USPTO patents (1976-2016). Predict the product of the given reaction. (1) Given the reactants [CH3:1][C:2]1[CH:7]=[C:6]([CH3:8])[CH:5]=[CH:4][C:3]=1[NH:9][CH2:10][C@@H:11]([NH:14]S(C1C=CC=CC=1[N+]([O-])=O)(=O)=O)[CH2:12][CH3:13].C([O-])([O-])=O.[K+].[K+].C1(S)C=CC=CC=1.Cl, predict the reaction product. The product is: [CH3:1][C:2]1[CH:7]=[C:6]([CH3:8])[CH:5]=[CH:4][C:3]=1[NH:9][CH2:10][C@@H:11]([NH2:14])[CH2:12][CH3:13]. (2) The product is: [C:1]([N:4]1[CH2:5][CH2:6][CH:7]([N:10]([CH:22]2[CH2:23][CH2:24][CH2:25][CH2:26][CH2:27]2)[C:11]([NH:13][C:14]2[S:15][C:16]([S:19][CH2:37][CH2:38][N:39]3[CH2:44][CH2:43][CH2:42][CH2:41][CH2:40]3)=[CH:17][N:18]=2)=[O:12])[CH2:8][CH2:9]1)(=[O:3])[CH3:2]. Given the reactants [C:1]([N:4]1[CH2:9][CH2:8][CH:7]([N:10]([CH:22]2[CH2:27][CH2:26][CH2:25][CH2:24][CH2:23]2)[C:11]([NH:13][C:14]2[S:15][C:16]([S:19]C#N)=[CH:17][N:18]=2)=[O:12])[CH2:6][CH2:5]1)(=[O:3])[CH3:2].SC[C@@H]([C@@H](CS)O)O.Cl[CH2:37][CH2:38][N:39]1[CH2:44][CH2:43][CH2:42][CH2:41][CH2:40]1, predict the reaction product.